This data is from Catalyst prediction with 721,799 reactions and 888 catalyst types from USPTO. The task is: Predict which catalyst facilitates the given reaction. (1) Reactant: [CH3:1][O-:2].[Na+].Cl[C:5]1[C:10]([N+:11]([O-:13])=[O:12])=[CH:9][C:8]([CH3:14])=[C:7]([C:15]2[CH:20]=[CH:19][C:18]([O:21][C:22]([F:25])([F:24])[F:23])=[CH:17][C:16]=2[O:26][CH3:27])[N:6]=1. Product: [CH3:1][O:2][C:5]1[C:10]([N+:11]([O-:13])=[O:12])=[CH:9][C:8]([CH3:14])=[C:7]([C:15]2[CH:20]=[CH:19][C:18]([O:21][C:22]([F:25])([F:24])[F:23])=[CH:17][C:16]=2[O:26][CH3:27])[N:6]=1. The catalyst class is: 5. (2) Reactant: Cl.[O:2]=[C:3]1[C:8]([C:9]([O:11][CH3:12])=[O:10])=[CH:7][CH:6]=[CH:5][NH:4]1.[H-].[Na+].Cl[CH2:16][C:17]1[C:26]2[C:21](=[CH:22][CH:23]=[CH:24][CH:25]=2)[CH:20]=[CH:19][CH:18]=1. Product: [C:17]1([CH2:16][N:4]2[CH:5]=[CH:6][CH:7]=[C:8]([C:9]([O:11][CH3:12])=[O:10])[C:3]2=[O:2])[C:26]2[C:21](=[CH:22][CH:23]=[CH:24][CH:25]=2)[CH:20]=[CH:19][CH:18]=1. The catalyst class is: 3. (3) Reactant: [CH3:1][O:2][C:3](=[O:15])[C:4]1[CH:9]=[CH:8][C:7]([CH3:10])=[C:6]([C:11]([F:14])([F:13])[F:12])[CH:5]=1.[Br:16]N1C(=O)CCC1=O. Product: [CH3:1][O:2][C:3](=[O:15])[C:4]1[CH:9]=[CH:8][C:7]([CH2:10][Br:16])=[C:6]([C:11]([F:12])([F:14])[F:13])[CH:5]=1. The catalyst class is: 53. (4) Reactant: CC1C=CC(S([N:11]2[C:15]3=[N:16][CH:17]=[C:18]([C:20]4[CH:25]=[CH:24][CH:23]=[CH:22][CH:21]=4)[CH:19]=[C:14]3[C:13]([C:26]3[CH:31]=[CH:30][C:29]([C:32]4[NH:36][N:35]=[N:34][N:33]=4)=[CH:28][CH:27]=3)=[CH:12]2)(=O)=O)=CC=1.[F-].C([N+](CCCC)(CCCC)CCCC)CCC. Product: [C:20]1([C:18]2[CH:19]=[C:14]3[C:13]([C:26]4[CH:31]=[CH:30][C:29]([C:32]5[NH:36][N:35]=[N:34][N:33]=5)=[CH:28][CH:27]=4)=[CH:12][NH:11][C:15]3=[N:16][CH:17]=2)[CH:21]=[CH:22][CH:23]=[CH:24][CH:25]=1. The catalyst class is: 20. (5) Reactant: [C:1]([O:5][C:6](=[O:47])[CH2:7][C@H:8]([OH:46])[CH2:9][C@H:10]([OH:45])/[CH:11]=[CH:12]\[C:13]1[N:14]([CH:42]([CH3:44])[CH3:43])[C:15]([C:31](=[O:41])[NH:32][CH2:33][C:34]2[CH:38]=[C:37]([CH3:39])[N:36]([CH3:40])[N:35]=2)=[C:16]([C:25]2[CH:30]=[CH:29][CH:28]=[CH:27][CH:26]=2)[C:17]=1[C:18]1[CH:23]=[CH:22][C:21]([F:24])=[CH:20][CH:19]=1)([CH3:4])([CH3:3])[CH3:2]. Product: [C:1]([O:5][C:6](=[O:47])[CH2:7][C@H:8]([OH:46])[CH2:9][C@H:10]([OH:45])[CH2:11][CH2:12][C:13]1[N:14]([CH:42]([CH3:43])[CH3:44])[C:15]([C:31](=[O:41])[NH:32][CH2:33][C:34]2[CH:38]=[C:37]([CH3:39])[N:36]([CH3:40])[N:35]=2)=[C:16]([C:25]2[CH:26]=[CH:27][CH:28]=[CH:29][CH:30]=2)[C:17]=1[C:18]1[CH:23]=[CH:22][C:21]([F:24])=[CH:20][CH:19]=1)([CH3:2])([CH3:4])[CH3:3]. The catalyst class is: 19.